From a dataset of Reaction yield outcomes from USPTO patents with 853,638 reactions. Predict the reaction yield, written as a fraction of the theoretical maximum amount of product (1.0 means a 100% yield; for example, 0.34 means a 34% yield). (1) The reactants are [F:1][C:2]1[CH:3]=[C:4]([CH:6]=[CH:7][C:8]=1[I:9])[NH2:5].[C:10]([O-])(O)=[O:11].[Na+].ClC(Cl)(OC(=O)OC(Cl)(Cl)Cl)Cl.C(Cl)(Cl)=O. The catalyst is C(Cl)Cl. The product is [F:1][C:2]1[CH:3]=[C:4]([N:5]=[C:10]=[O:11])[CH:6]=[CH:7][C:8]=1[I:9]. The yield is 0.850. (2) The reactants are [CH:1]1([N:6]2[C:10]3[N:11]=[C:12]([NH:15][C:16]4[CH:25]=[CH:24][C:23]5[CH2:22][N:21](C(OC(C)(C)C)=O)[CH2:20][CH2:19][C:18]=5[N:17]=4)[N:13]=[CH:14][C:9]=3[C:8]3[CH:33]=[CH:34][N:35]=[CH:36][C:7]2=3)[CH2:5][CH2:4][CH2:3][CH2:2]1. The catalyst is C(O)(C(F)(F)F)=O.C(Cl)Cl. The product is [CH:1]1([N:6]2[C:10]3[N:11]=[C:12]([NH:15][C:16]4[CH:25]=[CH:24][C:23]5[CH2:22][NH:21][CH2:20][CH2:19][C:18]=5[N:17]=4)[N:13]=[CH:14][C:9]=3[C:8]3[CH:33]=[CH:34][N:35]=[CH:36][C:7]2=3)[CH2:2][CH2:3][CH2:4][CH2:5]1. The yield is 0.860. (3) The reactants are [CH3:1][O:2][C:3]1[CH:4]=[C:5]([N:26]2[CH2:31][CH2:30][S:29][CH2:28][CH2:27]2)[CH:6]=[CH:7][C:8]=1[C:9]1[O:10][C:11]([C:14]2[C:15]([C:20]3[CH:25]=[CH:24][CH:23]=[CH:22][CH:21]=3)=[N:16][O:17][C:18]=2[CH3:19])=[N:12][N:13]=1.[OH:32]OS([O-])=O.[K+].S(=O)(O)[O-].[Na+].C(=O)([O-])[O-].[Na+].[Na+]. The catalyst is ClCCl.CO.O. The product is [CH3:1][O:2][C:3]1[CH:4]=[C:5]([N:26]2[CH2:31][CH2:30][S:29](=[O:32])[CH2:28][CH2:27]2)[CH:6]=[CH:7][C:8]=1[C:9]1[O:10][C:11]([C:14]2[C:15]([C:20]3[CH:25]=[CH:24][CH:23]=[CH:22][CH:21]=3)=[N:16][O:17][C:18]=2[CH3:19])=[N:12][N:13]=1. The yield is 0.150. (4) The reactants are C1C2C(COC([NH:18][C:19]([CH3:66])([C:21]([NH:23][C@H:24]([C:28]([N:30]([C@@H:32]([C@@H:62]([CH3:65])[CH2:63][CH3:64])[C@H:33]([O:60][CH3:61])[CH2:34][C:35]([N:37]3[CH2:41][CH2:40][CH2:39][C@H:38]3[C@H:42]([O:58][CH3:59])[C@@H:43]([CH3:57])[C:44]([NH:46][C@H:47]([CH3:56])[C@@H:48]([OH:55])[C:49]3[CH:54]=[CH:53][CH:52]=[CH:51][CH:50]=3)=[O:45])=[O:36])[CH3:31])=[O:29])[CH:25]([CH3:27])[CH3:26])=[O:22])[CH3:20])=O)C3C(=CC=CC=3)C=2C=CC=1.C(OCC)C.CCCCCCC. The catalyst is ClCCl.C(NCC)C. The product is [CH3:20][C:19]([C:21]([NH:23][C@H:24]([C:28]([N:30]([C@@H:32]([C@@H:62]([CH3:65])[CH2:63][CH3:64])[C@H:33]([O:60][CH3:61])[CH2:34][C:35]([N:37]1[CH2:41][CH2:40][CH2:39][C@H:38]1[C@H:42]([O:58][CH3:59])[C@@H:43]([CH3:57])[C:44]([NH:46][C@H:47]([CH3:56])[C@@H:48]([OH:55])[C:49]1[CH:54]=[CH:53][CH:52]=[CH:51][CH:50]=1)=[O:45])=[O:36])[CH3:31])=[O:29])[CH:25]([CH3:26])[CH3:27])=[O:22])([CH3:66])[NH2:18]. The yield is 0.510.